From a dataset of Catalyst prediction with 721,799 reactions and 888 catalyst types from USPTO. Predict which catalyst facilitates the given reaction. (1) Reactant: [NH3:1].[Cl:2][C:3]1[CH:35]=[CH:34][C:6]([CH2:7][C:8]2[N:9]=[C:10]([O:30][CH2:31][CH2:32][CH3:33])[C:11]3[N:16]=[C:15]([C:17]4[CH:22]=[C:21]([CH3:23])[C:20]([O:24][CH2:25][CH:26]5[CH2:28][O:27]5)=[C:19]([CH3:29])[CH:18]=4)[O:14][C:12]=3[N:13]=2)=[CH:5][CH:4]=1. Product: [NH2:1][CH2:28][CH:26]([OH:27])[CH2:25][O:24][C:20]1[C:19]([CH3:29])=[CH:18][C:17]([C:15]2[O:14][C:12]3[N:13]=[C:8]([CH2:7][C:6]4[CH:34]=[CH:35][C:3]([Cl:2])=[CH:4][CH:5]=4)[N:9]=[C:10]([O:30][CH2:31][CH2:32][CH3:33])[C:11]=3[N:16]=2)=[CH:22][C:21]=1[CH3:23]. The catalyst class is: 5. (2) Reactant: [C:1]([CH2:9][CH2:10][C:11]([OH:13])=O)(=[O:8])[C:2]1[CH:7]=[CH:6][CH:5]=[CH:4][CH:3]=1.C(N(CC)CC)C.CC(C)(C)C(Cl)=O.[CH3:28][NH:29][O:30][CH3:31].Cl. Product: [CH3:31][O:30][N:29]([CH3:28])[C:11]([CH2:10][CH2:9][C:1]([C:2]1[CH:3]=[CH:4][CH:5]=[CH:6][CH:7]=1)=[O:8])=[O:13]. The catalyst class is: 46. (3) Reactant: [C:1]([O:7][CH2:8][C@H:9]([C:15]1[C:24]([CH3:25])=[CH:23][C:18]2[N:19]=[C:20](Cl)[S:21][C:17]=2[C:16]=1[Br:26])[O:10][C:11]([CH3:14])([CH3:13])[CH3:12])(=[O:6])[C:2]([CH3:5])([CH3:4])[CH3:3].[CH3:27][O-:28].[Na+]. Product: [C:1]([O:7][CH2:8][C@H:9]([C:15]1[C:24]([CH3:25])=[CH:23][C:18]2[N:19]=[C:20]([O:28][CH3:27])[S:21][C:17]=2[C:16]=1[Br:26])[O:10][C:11]([CH3:14])([CH3:13])[CH3:12])(=[O:6])[C:2]([CH3:5])([CH3:4])[CH3:3]. The catalyst class is: 5.